From a dataset of NCI-60 drug combinations with 297,098 pairs across 59 cell lines. Regression. Given two drug SMILES strings and cell line genomic features, predict the synergy score measuring deviation from expected non-interaction effect. (1) Drug 1: C1=NC2=C(N=C(N=C2N1C3C(C(C(O3)CO)O)O)F)N. Drug 2: CC1=C(N=C(N=C1N)C(CC(=O)N)NCC(C(=O)N)N)C(=O)NC(C(C2=CN=CN2)OC3C(C(C(C(O3)CO)O)O)OC4C(C(C(C(O4)CO)O)OC(=O)N)O)C(=O)NC(C)C(C(C)C(=O)NC(C(C)O)C(=O)NCCC5=NC(=CS5)C6=NC(=CS6)C(=O)NCCC[S+](C)C)O. Cell line: CCRF-CEM. Synergy scores: CSS=40.5, Synergy_ZIP=0.615, Synergy_Bliss=4.34, Synergy_Loewe=-13.1, Synergy_HSA=1.91. (2) Drug 1: CC1=C2C(C(=O)C3(C(CC4C(C3C(C(C2(C)C)(CC1OC(=O)C(C(C5=CC=CC=C5)NC(=O)C6=CC=CC=C6)O)O)OC(=O)C7=CC=CC=C7)(CO4)OC(=O)C)O)C)OC(=O)C. Drug 2: C1CN(P(=O)(OC1)NCCCl)CCCl. Cell line: U251. Synergy scores: CSS=41.5, Synergy_ZIP=-1.47, Synergy_Bliss=-5.32, Synergy_Loewe=-81.3, Synergy_HSA=-7.55.